Task: Predict the product of the given reaction.. Dataset: Forward reaction prediction with 1.9M reactions from USPTO patents (1976-2016) The product is: [CH3:1][O:2][C:3]1[N:8]=[C:7]([C:9](=[O:11])[CH2:14][C:13]([O:16][CH2:17][CH3:18])=[O:15])[CH:6]=[CH:5][CH:4]=1. Given the reactants [CH3:1][O:2][C:3]1[N:8]=[C:7]([C:9]([O:11]C)=O)[CH:6]=[CH:5][CH:4]=1.[C:13]([O:16][CH2:17][CH3:18])(=[O:15])[CH3:14].C[Si]([N-][Si](C)(C)C)(C)C.[Li+], predict the reaction product.